Dataset: Forward reaction prediction with 1.9M reactions from USPTO patents (1976-2016). Task: Predict the product of the given reaction. (1) Given the reactants O(S(C(F)(F)F)(=O)=O)S(C(F)(F)F)(=O)=O.C([N:19]([C:21]([C@@H:23]1[CH2:29][CH2:28][C@@H:27]2[CH2:30][N:24]1[C:25](=[O:39])[N:26]2[O:31][CH2:32][C:33]1[CH:38]=[CH:37][CH:36]=[CH:35][CH:34]=1)=[O:22])[NH2:20])(=O)C.N1C=CC=[CH:42][CH:41]=1, predict the reaction product. The product is: [CH2:32]([O:31][N:26]1[C:25](=[O:39])[N:24]2[CH2:30][C@H:27]1[CH2:28][CH2:29][C@H:23]2[C:21]1[O:22][C:41]([CH3:42])=[N:20][N:19]=1)[C:33]1[CH:34]=[CH:35][CH:36]=[CH:37][CH:38]=1. (2) Given the reactants [CH3:1][O:2][C:3]1[CH:8]=[CH:7][C:6]([C@H:9]2[C:18]3[C:13](=[CH:14][C:15]([O:19][CH2:20][CH2:21][CH2:22][OH:23])=[CH:16][CH:17]=3)[C@@H:12]3[CH2:24][CH2:25][CH2:26][N:11]3[CH2:10]2)=[CH:5][CH:4]=1.CCN(C(C)C)C(C)C.[CH3:36][S:37](Cl)(=[O:39])=[O:38], predict the reaction product. The product is: [CH3:1][O:2][C:3]1[CH:4]=[CH:5][C:6]([C@H:9]2[C:18]3[C:13](=[CH:14][C:15]([O:19][CH2:20][CH2:21][CH2:22][O:23][S:37]([CH3:36])(=[O:39])=[O:38])=[CH:16][CH:17]=3)[C@@H:12]3[CH2:24][CH2:25][CH2:26][N:11]3[CH2:10]2)=[CH:7][CH:8]=1. (3) Given the reactants [C:1]([C:3]1[CH:8]=[CH:7][C:6]([NH:9][C:10]([CH:12]2[NH:16][CH:15]([CH2:17][C:18]([CH3:21])([CH3:20])[CH3:19])[C:14]3([C:29]4[C:24](=[CH:25][C:26]([Cl:30])=[CH:27][CH:28]=4)[NH:23][C:22]3=[O:31])[CH:13]2[C:32]2[CH:37]=[CH:36][CH:35]=[C:34]([Cl:38])[CH:33]=2)=[O:11])=[C:5]([O:39][CH3:40])[CH:4]=1)#[N:2].[OH:41]O.[OH-].[Na+], predict the reaction product. The product is: [C:1]([C:3]1[CH:8]=[CH:7][C:6]([NH:9][C:10]([CH:12]2[NH:16][CH:15]([CH2:17][C:18]([CH3:21])([CH3:20])[CH3:19])[C:14]3([C:29]4[C:24](=[CH:25][C:26]([Cl:30])=[CH:27][CH:28]=4)[NH:23][C:22]3=[O:31])[CH:13]2[C:32]2[CH:37]=[CH:36][CH:35]=[C:34]([Cl:38])[CH:33]=2)=[O:11])=[C:5]([O:39][CH3:40])[CH:4]=1)(=[O:41])[NH2:2]. (4) The product is: [ClH:40].[C:32]([C:34]1[CH:42]=[CH:41][C:37]([C:38]([N:15]([CH:12]2[CH2:13][CH2:14][N:9]([C:6]3[N:5]=[N:4][C:3]([C:17]4[CH:18]=[CH:19][C:20]([C:21]#[N:22])=[CH:23][CH:24]=4)=[C:2]([CH3:1])[C:7]=3[CH3:8])[CH2:10][CH2:11]2)[CH3:16])=[O:39])=[CH:36][CH:35]=1)#[N:33]. Given the reactants [CH3:1][C:2]1[C:7]([CH3:8])=[C:6]([N:9]2[CH2:14][CH2:13][CH:12]([NH:15][CH3:16])[CH2:11][CH2:10]2)[N:5]=[N:4][C:3]=1[C:17]1[CH:24]=[CH:23][C:20]([C:21]#[N:22])=[CH:19][CH:18]=1.C(N(CC)CC)C.[C:32]([C:34]1[CH:42]=[CH:41][C:37]([C:38]([Cl:40])=[O:39])=[CH:36][CH:35]=1)#[N:33].Cl, predict the reaction product. (5) Given the reactants [Cl:1][C:2]1[CH:7]=[CH:6][CH:5]=[CH:4][C:3]=1[C:8]1[CH:9]=[N:10][C:11]2[N:12]([N:21]=[C:22](S(C)(=O)=O)[C:23]=2[C:24](=[O:31])[NH:25][CH:26]2[CH2:30][CH2:29][CH2:28][CH2:27]2)[C:13]=1[C:14]1[CH:19]=[CH:18][C:17]([Cl:20])=[CH:16][CH:15]=1.C[O-].[Na+].O.[C:40](OCC)(=[O:42])C, predict the reaction product. The product is: [Cl:1][C:2]1[CH:7]=[CH:6][CH:5]=[CH:4][C:3]=1[C:8]1[CH:9]=[N:10][C:11]2[N:12]([N:21]=[C:22]([O:42][CH3:40])[C:23]=2[C:24](=[O:31])[NH:25][CH:26]2[CH2:30][CH2:29][CH2:28][CH2:27]2)[C:13]=1[C:14]1[CH:19]=[CH:18][C:17]([Cl:20])=[CH:16][CH:15]=1. (6) Given the reactants [CH3:1][C:2]1[C:3]([N:13]2[CH2:18][CH2:17][N:16]([CH3:19])[CH2:15][CH2:14]2)=[C:4]([CH2:11][NH2:12])[CH:5]=[C:6]([N+:8]([O-:10])=[O:9])[CH:7]=1.Br[CH2:21][CH2:22][CH2:23][CH2:24]Br.C([O-])([O-])=O.[K+].[K+], predict the reaction product. The product is: [CH3:19][N:16]1[CH2:15][CH2:14][N:13]([C:3]2[C:4]([CH2:11][N:12]3[CH2:24][CH2:23][CH2:22][CH2:21]3)=[CH:5][C:6]([N+:8]([O-:10])=[O:9])=[CH:7][C:2]=2[CH3:1])[CH2:18][CH2:17]1. (7) The product is: [O:1]1[C:5]2[CH:6]=[C:7]([C:10]3([OH:17])[CH2:15][CH2:14][CH:13]([N:18]4[CH2:21][CH:20]([NH:22][C:23]([CH2:25][NH:26][C:27](=[O:38])[C:28]5[CH:33]=[CH:32][CH:31]=[C:30]([C:34]([F:37])([F:35])[F:36])[CH:29]=5)=[O:24])[CH2:19]4)[CH2:12][CH2:11]3)[CH:8]=[CH:9][C:4]=2[CH2:3][CH2:2]1. Given the reactants [O:1]1[C:5]2[CH:6]=[C:7]([C:10]3([OH:17])[CH2:15][CH2:14][C:13](=O)[CH2:12][CH2:11]3)[CH:8]=[CH:9][C:4]=2[CH2:3][CH2:2]1.[NH:18]1[CH2:21][CH:20]([NH:22][C:23]([CH2:25][NH:26][C:27](=[O:38])[C:28]2[CH:33]=[CH:32][CH:31]=[C:30]([C:34]([F:37])([F:36])[F:35])[CH:29]=2)=[O:24])[CH2:19]1, predict the reaction product. (8) The product is: [NH2:62][C:54]([C:49]1[CH:48]=[CH:47][C:46]2[C:51](=[CH:52][CH:53]=[C:44]([O:43][C:42]3[CH:63]=[CH:64][C:39]([O:38][CH2:31][C:32]4[CH:37]=[CH:36][CH:35]=[CH:34][CH:33]=4)=[CH:40][CH:41]=3)[CH:45]=2)[CH:50]=1)([CH2:55][OH:56])[CH2:59][OH:58]. Given the reactants NC(C1C=CC2C(=CC=C(OC3C=CC(OC4C=CC=CC=4)=CC=3)C=2)C=1)(CO)CO.[CH2:31]([O:38][C:39]1[CH:64]=[CH:63][C:42]([O:43][C:44]2[CH:45]=[C:46]3[C:51](=[CH:52][CH:53]=2)[CH:50]=[C:49]([C:54]2([NH2:62])[CH2:59][O:58]C(C)(C)[O:56][CH2:55]2)[CH:48]=[CH:47]3)=[CH:41][CH:40]=1)[C:32]1[CH:37]=[CH:36][CH:35]=[CH:34][CH:33]=1, predict the reaction product.